This data is from Forward reaction prediction with 1.9M reactions from USPTO patents (1976-2016). The task is: Predict the product of the given reaction. (1) Given the reactants [CH2:1]([C:5]1[C:6]2[C:10]([CH:11]=[CH:12][CH:13]=1)=[N:9][N:8]1[C:14]([CH:19]3[CH2:24][CH2:23][N:22](C(OC(C)(C)C)=O)[CH2:21][CH2:20]3)=[CH:15][C:16](=[O:18])[NH:17][C:7]=21)[CH:2]([CH3:4])[CH3:3].[ClH:32], predict the reaction product. The product is: [ClH:32].[CH2:1]([C:5]1[C:6]2[C:10]([CH:11]=[CH:12][CH:13]=1)=[N:9][N:8]1[C:14]([CH:19]3[CH2:20][CH2:21][NH:22][CH2:23][CH2:24]3)=[CH:15][C:16](=[O:18])[NH:17][C:7]=21)[CH:2]([CH3:4])[CH3:3]. (2) The product is: [Cl:1][C:2]1[CH:3]=[CH:4][C:5]([O:25][CH:26]([F:28])[F:27])=[C:6]([C:8]2[C:12]([NH:13][C:14]([C:16]3[CH:17]=[N:18][N:19]4[CH:24]=[CH:23][CH:22]=[N:21][C:20]=34)=[O:15])=[CH:11][N:10]([CH2:38][C@@H:37]([N:39]([CH2:41][C:42]3[CH:43]=[CH:44][C:45]([O:48][CH3:49])=[CH:46][CH:47]=3)[CH3:40])[CH3:36])[N:9]=2)[CH:7]=1.[Cl:1][C:2]1[CH:3]=[CH:4][C:5]([O:25][CH:26]([F:28])[F:27])=[C:6]([C:8]2[N:9]([CH2:38][C@@H:37]([N:39]([CH2:41][C:42]3[CH:43]=[CH:44][C:45]([O:48][CH3:49])=[CH:46][CH:47]=3)[CH3:40])[CH3:36])[N:10]=[CH:11][C:12]=2[NH:13][C:14]([C:16]2[CH:17]=[N:18][N:19]3[CH:24]=[CH:23][CH:22]=[N:21][C:20]=23)=[O:15])[CH:7]=1. Given the reactants [Cl:1][C:2]1[CH:3]=[CH:4][C:5]([O:25][CH:26]([F:28])[F:27])=[C:6]([C:8]2[C:12]([NH:13][C:14]([C:16]3[CH:17]=[N:18][N:19]4[CH:24]=[CH:23][CH:22]=[N:21][C:20]=34)=[O:15])=[CH:11][NH:10][N:9]=2)[CH:7]=1.C([O-])([O-])=O.[Cs+].[Cs+].Cl[CH2:36][C@@H:37]([N:39]([CH2:41][C:42]1[CH:47]=[CH:46][C:45]([O:48][CH3:49])=[CH:44][CH:43]=1)[CH3:40])[CH3:38], predict the reaction product. (3) The product is: [Br:1][C:2]1[CH:3]=[C:4]([Br:8])[CH:5]=[CH:6][C:7]=1[N+:9]([O-:11])=[O:10]. Given the reactants [Br:1][C:2]1[CH:7]=[CH:6][CH:5]=[C:4]([Br:8])[CH:3]=1.[N+:9]([O-])([O-:11])=[O:10].[NH4+].O, predict the reaction product. (4) Given the reactants [Br:1]N1C(=O)CCC1=O.[CH3:9][S:10]([C:13]1[CH:14]=[C:15]([C:19]2[S:23][C:22]([C:24]3[N:28]([CH2:29][C:30]([O:32][CH2:33][CH2:34][N:35]([CH3:37])[CH3:36])=[O:31])[N:27]=[C:26]([C:38]([F:41])([F:40])[F:39])[CH:25]=3)=[CH:21][CH:20]=2)[CH:16]=[CH:17][CH:18]=1)(=[O:12])=[O:11], predict the reaction product. The product is: [Br:1][C:25]1[C:26]([C:38]([F:40])([F:39])[F:41])=[N:27][N:28]([CH2:29][C:30]([O:32][CH2:33][CH2:34][N:35]([CH3:37])[CH3:36])=[O:31])[C:24]=1[C:22]1[S:23][C:19]([C:15]2[CH:16]=[CH:17][CH:18]=[C:13]([S:10]([CH3:9])(=[O:11])=[O:12])[CH:14]=2)=[CH:20][CH:21]=1. (5) The product is: [Br:1][C:2]1[N:3]=[C:4]([S:31]([CH2:27][C:23]2[CH:22]=[CH:21][C:26]([Cl:40])=[CH:25][CH:24]=2)(=[O:34])=[O:32])[C:5](=[O:10])[N:6]([CH2:8][CH3:9])[CH:7]=1. Given the reactants [Br:1][C:2]1[N:3]=[C:4](SCC2C=CC(Cl)=CC=2)[C:5](=[O:10])[N:6]([CH2:8][CH3:9])[CH:7]=1.Cl[C:21]1[CH:26]=[CH:25][CH:24]=[C:23]([C:27](OO)=O)[CH:22]=1.[S:31](S([O-])=O)([O-:34])(=O)=[O:32].[Na+].[Na+].[Cl:40]CCl, predict the reaction product. (6) Given the reactants C(O[C:6]([N:8]1[CH2:12][C:11](=[N:13][O:14][CH3:15])[CH2:10][C@H:9]1[C:16]([OH:18])=O)=[O:7])(C)(C)C.[CH3:19][C:20]1[CH:25]=[CH:24][CH:23]=[CH:22][C:21]=1[C:26]1[CH:31]=[CH:30][C:29](C(O)=O)=[C:28]([CH3:35])[CH:27]=1.[NH2:36][C@H:37]([C:46]1[CH:51]=[CH:50][CH:49]=[CH:48][CH:47]=1)[C@H:38]([C:40]1[CH:45]=[CH:44][CH:43]=[CH:42][CH:41]=1)[OH:39], predict the reaction product. The product is: [CH3:19][C:20]1[CH:25]=[CH:24][CH:23]=[CH:22][C:21]=1[C:26]1[CH:31]=[CH:30][C:29]([C:6]([N:8]2[CH2:12][C:11](=[N:13][O:14][CH3:15])[CH2:10][C@H:9]2[C:16]([NH:36][C@H:37]([C:46]2[CH:51]=[CH:50][CH:49]=[CH:48][CH:47]=2)[C@@H:38]([OH:39])[C:40]2[CH:45]=[CH:44][CH:43]=[CH:42][CH:41]=2)=[O:18])=[O:7])=[C:28]([CH3:35])[CH:27]=1. (7) Given the reactants [C:1](Cl)(=[O:3])[CH3:2].FC(F)(F)C(O)=O.[Br:12][C:13]1[CH:14]=[C:15]([N:19]2[C:27]3[CH2:26][CH2:25][NH:24][CH2:23][C:22]=3[C:21]([C:28]([O:30][CH2:31][CH3:32])=[O:29])=[N:20]2)[CH:16]=[CH:17][CH:18]=1.C(N(CC)CC)C, predict the reaction product. The product is: [C:1]([N:24]1[CH2:25][CH2:26][C:27]2[N:19]([C:15]3[CH:16]=[CH:17][CH:18]=[C:13]([Br:12])[CH:14]=3)[N:20]=[C:21]([C:28]([O:30][CH2:31][CH3:32])=[O:29])[C:22]=2[CH2:23]1)(=[O:3])[CH3:2].